Dataset: Catalyst prediction with 721,799 reactions and 888 catalyst types from USPTO. Task: Predict which catalyst facilitates the given reaction. (1) Reactant: CON(C)[C:4](=[O:32])[C:5]1[CH:10]=[CH:9][CH:8]=[C:7]([NH:11][C:12]2[CH:17]=[C:16]([NH:18][C:19]3[CH:24]=[CH:23][C:22]([O:25][C:26]4[CH:31]=[CH:30][CH:29]=[CH:28][CH:27]=4)=[CH:21][CH:20]=3)[N:15]=[CH:14][N:13]=2)[CH:6]=1.[C:34]([Mg]Br)#[C:35][CH2:36]C. Product: [O:25]([C:22]1[CH:23]=[CH:24][C:19]([NH:18][C:16]2[N:15]=[CH:14][N:13]=[C:12]([NH:11][C:7]3[CH:6]=[C:5]([C:4](=[O:32])[C:34]#[C:35][CH3:36])[CH:10]=[CH:9][CH:8]=3)[CH:17]=2)=[CH:20][CH:21]=1)[C:26]1[CH:31]=[CH:30][CH:29]=[CH:28][CH:27]=1. The catalyst class is: 1. (2) The catalyst class is: 6. Reactant: [Br:1][C:2]1[CH:3]=[C:4]([C:8](=O)[C:9]([C:11]2C=[CH:19][C:14]3[O:15][CH2:16][CH2:17][O:18][C:13]=3[CH:12]=2)=O)[CH:5]=[CH:6][CH:7]=1.[CH3:22][NH:23][C:24]([NH2:26])=[S:25].[OH-:27].[K+].Cl.[CH3:30]S(C)=O. Product: [Br:1][C:2]1[CH:3]=[C:4]([C:8]2([C:9]3[CH:11]=[CH:12][C:13]4[O:18][CH2:17][CH2:16][O:15][C:14]=4[CH:19]=3)[NH:26][C:24](=[S:25])[N:23]([CH3:30])[C:22]2=[O:27])[CH:5]=[CH:6][CH:7]=1. (3) Reactant: Br.[NH2:2][CH2:3][C:4]1[CH:5]=[CH:6][C:7]([F:11])=[C:8]([OH:10])[CH:9]=1.[C:12](Cl)(=[O:22])[C:13]1[C:14](=[CH:18][CH:19]=[CH:20][CH:21]=1)[C:15](Cl)=[O:16].C(N(CC)CC)C. Product: [F:11][C:7]1[CH:6]=[CH:5][C:4]([CH2:3][N:2]2[C:15](=[O:16])[C:14]3[C:13](=[CH:21][CH:20]=[CH:19][CH:18]=3)[C:12]2=[O:22])=[CH:9][C:8]=1[OH:10]. The catalyst class is: 11. (4) Reactant: [CH3:1][C:2]1[NH:3][C:4]([NH2:7])=[N:5][N:6]=1.[CH3:8][O:9][CH:10]1[CH2:15][CH2:14][CH2:13][CH2:12][C:11]1=O.C([BH3-])#N.[Na+].O. Product: [CH3:8][O:9][CH:10]1[CH2:15][CH2:14][CH2:13][CH2:12][CH:11]1[NH:7][C:4]1[NH:3][C:2]([CH3:1])=[N:6][N:5]=1. The catalyst class is: 15. (5) Reactant: Cl[C:2]1[N:7]=[C:6]([NH:8][C:9]2[CH:23]=[CH:22][C:12]([O:13][CH2:14][CH2:15][CH2:16][C:17]([O:19][CH2:20][CH3:21])=[O:18])=[CH:11][CH:10]=2)[C:5]([N+:24]([O-:26])=[O:25])=[CH:4][N:3]=1.[NH2:27][C:28]1[CH:33]=[CH:32][C:31]([CH2:34][CH2:35][CH2:36][NH:37][C:38](=[O:44])[O:39][C:40]([CH3:43])([CH3:42])[CH3:41])=[CH:30][CH:29]=1.CCN(C(C)C)C(C)C. Product: [CH2:20]([O:19][C:17](=[O:18])[CH2:16][CH2:15][CH2:14][O:13][C:12]1[CH:22]=[CH:23][C:9]([NH:8][C:6]2[C:5]([N+:24]([O-:26])=[O:25])=[CH:4][N:3]=[C:2]([NH:27][C:28]3[CH:29]=[CH:30][C:31]([CH2:34][CH2:35][CH2:36][NH:37][C:38]([O:39][C:40]([CH3:43])([CH3:42])[CH3:41])=[O:44])=[CH:32][CH:33]=3)[N:7]=2)=[CH:10][CH:11]=1)[CH3:21]. The catalyst class is: 12. (6) Reactant: [C:1]1([C:7]2[S:8][C:9]([C:12](=O)[CH3:13])=[CH:10][N:11]=2)[CH:6]=[CH:5][CH:4]=[CH:3][CH:2]=1.CC(C)([O-])C.[K+].[C:21](OCC)(=O)[C:22]([O:24][CH2:25][CH3:26])=[O:23].C(O)(=O)C.O.[NH2:36][NH2:37]. Product: [CH2:25]([O:24][C:22]([C:21]1[NH:36][N:37]=[C:12]([C:9]2[S:8][C:7]([C:1]3[CH:6]=[CH:5][CH:4]=[CH:3][CH:2]=3)=[N:11][CH:10]=2)[CH:13]=1)=[O:23])[CH3:26]. The catalyst class is: 7.